Dataset: Forward reaction prediction with 1.9M reactions from USPTO patents (1976-2016). Task: Predict the product of the given reaction. (1) Given the reactants Cl.[OH:2][NH2:3].CC([O-])=O.[Na+].[C:9]([CH:17]1[CH2:22][CH2:21][CH2:20][CH2:19][CH2:18]1)(=O)[C:10]1[CH:15]=[CH:14][CH:13]=[CH:12][CH:11]=1, predict the reaction product. The product is: [C:9](=[N:3][OH:2])([CH:17]1[CH2:22][CH2:21][CH2:20][CH2:19][CH2:18]1)[C:10]1[CH:15]=[CH:14][CH:13]=[CH:12][CH:11]=1. (2) Given the reactants [C:1]([NH:4][NH:5][C:6]([C:8]1[C:17]2[C:12](=[CH:13][CH:14]=[C:15]([F:18])[CH:16]=2)[N:11]=[C:10]([CH:19]([NH:21][C:22](=[O:28])[O:23][C:24]([CH3:27])([CH3:26])[CH3:25])[CH3:20])[C:9]=1[C:29]1[CH:34]=[CH:33][CH:32]=[CH:31][N:30]=1)=O)(=[O:3])[CH3:2].CC[N+](S(N=C(OC)[O-])(=O)=O)(CC)CC, predict the reaction product. The product is: [F:18][C:15]1[CH:16]=[C:17]2[C:12](=[CH:13][CH:14]=1)[N:11]=[C:10]([CH:19]([NH:21][C:22](=[O:28])[O:23][C:24]([CH3:25])([CH3:27])[CH3:26])[CH3:20])[C:9]([C:29]1[CH:34]=[CH:33][CH:32]=[CH:31][N:30]=1)=[C:8]2[C:6]1[O:3][C:1]([CH3:2])=[N:4][N:5]=1. (3) The product is: [OH:1][C:2]([CH3:34])([CH3:35])[CH2:3][C@@:4]1([C:28]2[CH:29]=[CH:30][CH:31]=[CH:32][CH:33]=2)[O:9][C:8](=[O:10])[N:7]([C@H:11]([C:13]2[CH:18]=[CH:17][C:16]([C:37]3[CH:38]=[N:39][N:40]([C@@H:42]4[CH2:46][CH2:45][O:44][CH2:43]4)[CH:41]=3)=[CH:15][CH:14]=2)[CH3:12])[CH2:6][CH2:5]1. Given the reactants [OH:1][C:2]([CH3:35])([CH3:34])[CH2:3][C@@:4]1([C:28]2[CH:33]=[CH:32][CH:31]=[CH:30][CH:29]=2)[O:9][C:8](=[O:10])[N:7]([C@H:11]([C:13]2[CH:18]=[CH:17][C:16](B3OC(C)(C)C(C)(C)O3)=[CH:15][CH:14]=2)[CH3:12])[CH2:6][CH2:5]1.Br[C:37]1[CH:38]=[N:39][N:40]([C@@H:42]2[CH2:46][CH2:45][O:44][CH2:43]2)[CH:41]=1, predict the reaction product.